From a dataset of Reaction yield outcomes from USPTO patents with 853,638 reactions. Predict the reaction yield, written as a fraction of the theoretical maximum amount of product (1.0 means a 100% yield; for example, 0.34 means a 34% yield). (1) The reactants are [Cl:1][C:2]1[C:10]2[C:5](=[C:6]([Cl:24])[CH:7]=[C:8]([CH2:13][C@@H:14]([CH2:19][C:20]([O:22][CH3:23])=[O:21])[C:15]([O:17]C)=O)[C:9]=2[CH2:11]O)[NH:4][N:3]=1.S(Cl)(Cl)=O.[NH2:29][CH2:30][CH2:31][N:32]1[CH2:37][CH2:36][CH2:35][CH2:34][CH2:33]1.C(=O)([O-])[O-].[K+].[K+].C(O)(=O)C. The catalyst is C(#N)C. The product is [Cl:1][C:2]1[C:10]2[C:9]3[CH2:11][N:29]([CH2:30][CH2:31][N:32]4[CH2:37][CH2:36][CH2:35][CH2:34][CH2:33]4)[C:15](=[O:17])[C@H:14]([CH2:19][C:20]([O:22][CH3:23])=[O:21])[CH2:13][C:8]=3[CH:7]=[C:6]([Cl:24])[C:5]=2[NH:4][N:3]=1. The yield is 0.510. (2) The reactants are [CH:1]([C:3]1[CH:8]=[CH:7][C:6]([N:9]2[CH:13]=[N:12][CH:11]=[N:10]2)=[CH:5][CH:4]=1)=[CH2:2].[Li][CH2:15]CCC.CI. The catalyst is C1COCC1. The product is [CH3:15][C:13]1[N:9]([C:6]2[CH:5]=[CH:4][C:3]([CH:1]=[CH2:2])=[CH:8][CH:7]=2)[N:10]=[CH:11][N:12]=1. The yield is 0.460. (3) The reactants are [CH3:1][CH:2]1[CH2:6][CH2:5][CH2:4][N:3]1[C:7]1[N:12]=[C:11]([NH:13][C:14]2[C:15]3[N:16]([CH:27]=[CH:28][N:29]=3)[N:17]=[C:18]([C:20]3[CH:21]=[C:22]([OH:26])[CH:23]=[CH:24][CH:25]=3)[CH:19]=2)[CH:10]=[CH:9][CH:8]=1.C([O-])([O-])=O.[K+].[K+].CS([O:40][CH2:41][CH2:42][N:43]1[CH2:48][CH2:47]C[CH2:45][CH2:44]1)(=O)=O.O. The catalyst is CN(C=O)C. The product is [CH3:1][CH:2]1[CH2:6][CH2:5][CH2:4][N:3]1[C:7]1[N:12]=[C:11]([NH:13][C:14]2[C:15]3[N:16]([CH:27]=[CH:28][N:29]=3)[N:17]=[C:18]([C:20]3[CH:25]=[CH:24][CH:23]=[C:22]([O:26][CH2:45][CH2:44][N:43]4[CH2:42][CH2:41][O:40][CH2:47][CH2:48]4)[CH:21]=3)[CH:19]=2)[CH:10]=[CH:9][CH:8]=1. The yield is 0.400. (4) The reactants are [Br:1][C:2]1[C:3]([NH:9][CH:10]2[CH2:14][CH2:13][CH2:12][CH2:11]2)=[N:4][C:5](Cl)=[N:6][CH:7]=1.[C:15]([O:19][C:20]([N:22]1[CH2:27][CH2:26][N:25]([C:28]2[CH:33]=[CH:32][C:31]([NH2:34])=[CH:30][N:29]=2)[CH2:24][CH2:23]1)=[O:21])([CH3:18])([CH3:17])[CH3:16]. The catalyst is C1(C)C=CC=CC=1. The product is [C:15]([O:19][C:20]([N:22]1[CH2:27][CH2:26][N:25]([C:28]2[CH:33]=[CH:32][C:31]([NH:34][C:5]3[N:4]=[C:3]([NH:9][CH:10]4[CH2:14][CH2:13][CH2:12][CH2:11]4)[C:2]([Br:1])=[CH:7][N:6]=3)=[CH:30][N:29]=2)[CH2:24][CH2:23]1)=[O:21])([CH3:18])([CH3:16])[CH3:17]. The yield is 0.450. (5) The reactants are [CH:1]12[O:7][CH:4]([CH2:5][CH2:6]1)[CH2:3][CH:2]2[O:8][C:9]1[CH:18]=[C:17]2[C:12]([C:13]([NH:19][C:20]3[CH:25]=[CH:24][C:23]([F:26])=[C:22]([Cl:27])[CH:21]=3)=[N:14][CH:15]=[N:16]2)=[CH:11][C:10]=1[NH:28][C:29](=[O:34])/[CH:30]=[CH:31]/[CH2:32]Br.[NH:35]1[CH2:40][CH2:39][CH2:38][CH2:37][CH2:36]1.C(=O)([O-])[O-].[Cs+].[Cs+].O. The catalyst is C(#N)C. The product is [CH:1]12[O:7][CH:4]([CH2:5][CH2:6]1)[CH2:3][CH:2]2[O:8][C:9]1[CH:18]=[C:17]2[C:12]([C:13]([NH:19][C:20]3[CH:25]=[CH:24][C:23]([F:26])=[C:22]([Cl:27])[CH:21]=3)=[N:14][CH:15]=[N:16]2)=[CH:11][C:10]=1[NH:28][C:29](=[O:34])/[CH:30]=[CH:31]/[CH2:32][N:35]1[CH2:40][CH2:39][CH2:38][CH2:37][CH2:36]1. The yield is 0.0300. (6) The reactants are Cl[CH2:2][CH2:3][O:4][C:5]1[CH:6]=[C:7]([NH:11][C:12]2[C:21]3[C:16](=[CH:17][CH:18]=[CH:19][CH:20]=3)[N:15]=[C:14]([CH3:22])[CH:13]=2)[CH:8]=[CH:9][CH:10]=1.C(=O)([O-])[O-].[Na+].[Na+].[C:29]1([S:35]([N:38]2[CH2:43][CH2:42][NH:41][CH2:40][CH2:39]2)(=[O:37])=[O:36])[CH:34]=[CH:33][CH:32]=[CH:31][CH:30]=1. The catalyst is CN(C=O)C. The product is [C:29]1([S:35]([N:38]2[CH2:43][CH2:42][N:41]([CH2:2][CH2:3][O:4][C:5]3[CH:6]=[C:7]([NH:11][C:12]4[C:21]5[C:16](=[CH:17][CH:18]=[CH:19][CH:20]=5)[N:15]=[C:14]([CH3:22])[CH:13]=4)[CH:8]=[CH:9][CH:10]=3)[CH2:40][CH2:39]2)(=[O:37])=[O:36])[CH:34]=[CH:33][CH:32]=[CH:31][CH:30]=1. The yield is 0.0600.